Dataset: Forward reaction prediction with 1.9M reactions from USPTO patents (1976-2016). Task: Predict the product of the given reaction. (1) Given the reactants Cl[C:2]1[N:7]=[C:6]([Cl:8])[N:5]=[C:4]2[N:9]([CH2:12][CH3:13])[N:10]=[CH:11][C:3]=12.[CH3:14][O:15][C:16]1[CH:21]=[CH:20][CH:19]=[C:18]([NH2:22])[CH:17]=1, predict the reaction product. The product is: [Cl:8][C:6]1[N:5]=[C:4]2[N:9]([CH2:12][CH3:13])[N:10]=[CH:11][C:3]2=[C:2]([NH:22][C:18]2[CH:19]=[CH:20][CH:21]=[C:16]([O:15][CH3:14])[CH:17]=2)[N:7]=1. (2) Given the reactants [CH3:1][O:2][C:3]1[CH:8]=[CH:7][C:6]([CH:9]([NH:18][C:19](=[O:33])[C@@H:20]([CH3:32])[NH:21]C(OCC2C=CC=CC=2)=O)[C:10]2[CH:15]=[CH:14][C:13]([O:16][CH3:17])=[CH:12][CH:11]=2)=[CH:5][CH:4]=1, predict the reaction product. The product is: [CH3:17][O:16][C:13]1[CH:12]=[CH:11][C:10]([CH:9]([NH:18][C:19](=[O:33])[C@@H:20]([CH3:32])[NH2:21])[C:6]2[CH:7]=[CH:8][C:3]([O:2][CH3:1])=[CH:4][CH:5]=2)=[CH:15][CH:14]=1. (3) Given the reactants C(=O)([O-])[O-].[Na+].[Na+].[NH2:7][C:8]1[O:9][CH2:10][C@@:11]2([N:28]=1)[C:24]1[CH:23]=[C:22]([OH:25])[CH:21]=[C:20]([F:26])[C:19]=1[O:18][C:17]1[C:12]2=[CH:13][C:14](Br)=[CH:15][CH:16]=1.[F:29][C:30]1[C:35](B(O)O)=[CH:34][CH:33]=[CH:32][N:31]=1, predict the reaction product. The product is: [NH2:7][C:8]1[O:9][CH2:10][C@@:11]2([N:28]=1)[C:24]1[CH:23]=[C:22]([OH:25])[CH:21]=[C:20]([F:26])[C:19]=1[O:18][C:17]1[C:12]2=[CH:13][C:14]([C:35]2[C:30]([F:29])=[N:31][CH:32]=[CH:33][CH:34]=2)=[CH:15][CH:16]=1. (4) Given the reactants [C:1]([C:5]1[CH:6]=[C:7]([CH:21]=[C:22]([S:26]([CH3:29])(=[O:28])=[O:27])[C:23]=1[O:24]C)[C:8]([N:10]1[C:14]2[CH:15]=[CH:16][CH:17]=[CH:18][C:13]=2[S:12](=[O:20])(=[O:19])[CH2:11]1)=[O:9])([CH3:4])([CH3:3])[CH3:2].[Cl-].[Li+].Cl, predict the reaction product. The product is: [C:1]([C:5]1[CH:6]=[C:7]([CH:21]=[C:22]([S:26]([CH3:29])(=[O:28])=[O:27])[C:23]=1[OH:24])[C:8]([N:10]1[C:14]2[CH:15]=[CH:16][CH:17]=[CH:18][C:13]=2[S:12](=[O:20])(=[O:19])[CH2:11]1)=[O:9])([CH3:4])([CH3:2])[CH3:3]. (5) Given the reactants [C@@H:1]1([N:14]2[C:23]3[N:22]=[CH:21][N:20]=[C:18]([OH:19])[C:17]=3[N:16]=[CH:15]2)[O:13][C@H:6]([CH2:7][O:8]P(O)(O)=O)[C@@H:4]([OH:5])[C@H:2]1[OH:3].C1N(CCS(O)(=O)=O)CCOC1.[OH-].[Na+], predict the reaction product. The product is: [C@@H:1]1([N:14]2[C:23]3[N:22]=[CH:21][N:20]=[C:18]([OH:19])[C:17]=3[N:16]=[CH:15]2)[O:13][C@H:6]([CH2:7][OH:8])[C@@H:4]([OH:5])[C@H:2]1[OH:3]. (6) Given the reactants [Cl:1][C:2]1[N:3]=[CH:4][CH:5]=[C:6]2[C:11]=1[N:10]=[CH:9][C:8]([O:12]C)=[CH:7]2.B(Br)(Br)Br.ClCCl, predict the reaction product. The product is: [Cl:1][C:2]1[N:3]=[CH:4][CH:5]=[C:6]2[C:11]=1[N:10]=[CH:9][C:8]([OH:12])=[CH:7]2. (7) Given the reactants [Cl:1][C:2]1[CH:3]=[C:4]([C@@H:8]2[C@@H:13]([C:14]3[CH:19]=[CH:18][C:17]([Cl:20])=[CH:16][CH:15]=3)[N:12]([CH2:21][CH:22]3[CH2:24][CH2:23]3)[C:11](=[O:25])[C@@H:10]([CH2:26][C:27](O)=[O:28])[CH2:9]2)[CH:5]=[CH:6][CH:7]=1.Cl.C(N=C=NCCCN(C)C)C.N1C2C(=NC=CC=2)[N:44]([OH:51])N=1.Cl.NO.C(=O)([O-])O.[Na+], predict the reaction product. The product is: [Cl:1][C:2]1[CH:3]=[C:4]([C@@H:8]2[C@@H:13]([C:14]3[CH:19]=[CH:18][C:17]([Cl:20])=[CH:16][CH:15]=3)[N:12]([CH2:21][CH:22]3[CH2:24][CH2:23]3)[C:11](=[O:25])[C@@H:10]([CH2:26][C:27]([NH:44][OH:51])=[O:28])[CH2:9]2)[CH:5]=[CH:6][CH:7]=1. (8) Given the reactants FC(F)(F)C(O)=O.[Br:8][C:9]1[CH:10]=[C:11]([F:47])[C:12]2[O:16][C:15]([NH:17][C@H:18]([C:39]([O:41]C(C)(C)C)=[O:40])[CH2:19][C:20]3[CH:25]=[CH:24][C:23]([O:26][CH2:27][CH2:28][CH2:29][C:30](=[O:38])[NH:31][C:32]4[NH:33][CH2:34][CH2:35][CH2:36][N:37]=4)=[CH:22][CH:21]=3)=[N:14][C:13]=2[CH:46]=1.C1(C)C=CC=CC=1, predict the reaction product. The product is: [Br:8][C:9]1[CH:10]=[C:11]([F:47])[C:12]2[O:16][C:15]([NH:17][C@H:18]([C:39]([OH:41])=[O:40])[CH2:19][C:20]3[CH:21]=[CH:22][C:23]([O:26][CH2:27][CH2:28][CH2:29][C:30](=[O:38])[NH:31][C:32]4[NH:33][CH2:34][CH2:35][CH2:36][N:37]=4)=[CH:24][CH:25]=3)=[N:14][C:13]=2[CH:46]=1. (9) Given the reactants [CH3:1][O:2][C:3]1[CH:8]=[CH:7][C:6]([CH2:9][OH:10])=[CH:5][CH:4]=1.Br[CH2:12][C:13]([OH:15])=[O:14].[H-].[Na+].O, predict the reaction product. The product is: [CH3:1][O:2][C:3]1[CH:8]=[CH:7][C:6]([CH2:9][O:10][CH2:12][C:13]([OH:15])=[O:14])=[CH:5][CH:4]=1.